From a dataset of Merck oncology drug combination screen with 23,052 pairs across 39 cell lines. Regression. Given two drug SMILES strings and cell line genomic features, predict the synergy score measuring deviation from expected non-interaction effect. (1) Drug 2: Cn1c(=O)n(-c2ccc(C(C)(C)C#N)cc2)c2c3cc(-c4cnc5ccccc5c4)ccc3ncc21. Drug 1: CN1C(=O)C=CC2(C)C3CCC4(C)C(NC(=O)OCC(F)(F)F)CCC4C3CCC12. Cell line: A375. Synergy scores: synergy=11.9. (2) Drug 1: CN1C(=O)C=CC2(C)C3CCC4(C)C(NC(=O)OCC(F)(F)F)CCC4C3CCC12. Drug 2: Cn1nnc2c(C(N)=O)ncn2c1=O. Cell line: MDAMB436. Synergy scores: synergy=1.34. (3) Drug 1: O=C(NOCC(O)CO)c1ccc(F)c(F)c1Nc1ccc(I)cc1F. Drug 2: COC1=C2CC(C)CC(OC)C(O)C(C)C=C(C)C(OC(N)=O)C(OC)C=CC=C(C)C(=O)NC(=CC1=O)C2=O. Cell line: UACC62. Synergy scores: synergy=-5.88. (4) Drug 1: CCC1(O)CC2CN(CCc3c([nH]c4ccccc34)C(C(=O)OC)(c3cc4c(cc3OC)N(C)C3C(O)(C(=O)OC)C(OC(C)=O)C5(CC)C=CCN6CCC43C65)C2)C1. Drug 2: CCc1cnn2c(NCc3ccc[n+]([O-])c3)cc(N3CCCCC3CCO)nc12. Cell line: RKO. Synergy scores: synergy=-0.0177. (5) Drug 1: COc1cccc2c1C(=O)c1c(O)c3c(c(O)c1C2=O)CC(O)(C(=O)CO)CC3OC1CC(N)C(O)C(C)O1. Drug 2: C=CCn1c(=O)c2cnc(Nc3ccc(N4CCN(C)CC4)cc3)nc2n1-c1cccc(C(C)(C)O)n1. Cell line: MDAMB436. Synergy scores: synergy=2.18. (6) Cell line: UACC62. Synergy scores: synergy=8.02. Drug 2: CCN(CC)CCNC(=O)c1c(C)[nH]c(C=C2C(=O)Nc3ccc(F)cc32)c1C. Drug 1: CN(C)C(=N)N=C(N)N. (7) Drug 1: NC(=O)c1cccc2cn(-c3ccc(C4CCCNC4)cc3)nc12. Drug 2: CCc1c2c(nc3ccc(O)cc13)-c1cc3c(c(=O)n1C2)COC(=O)C3(O)CC. Cell line: EFM192B. Synergy scores: synergy=3.96. (8) Drug 1: N.N.O=C(O)C1(C(=O)O)CCC1.[Pt]. Drug 2: CCc1cnn2c(NCc3ccc[n+]([O-])c3)cc(N3CCCCC3CCO)nc12. Cell line: OV90. Synergy scores: synergy=-18.9.